Dataset: Catalyst prediction with 721,799 reactions and 888 catalyst types from USPTO. Task: Predict which catalyst facilitates the given reaction. Reactant: CC(C)([O-])C.[K+].[Cl:7][C:8]1[CH:13]=[CH:12][C:11]([C:14]2[C:19]([CH3:20])=[CH:18][C:17]([CH3:21])=[C:16]([CH2:22][C:23]([NH:25][C:26]3([C:36](OC)=[O:37])[CH2:31][CH2:30][CH:29]([C:32]([F:35])([F:34])[F:33])[CH2:28][CH2:27]3)=[O:24])[CH:15]=2)=[CH:10][CH:9]=1. Product: [Cl:7][C:8]1[CH:13]=[CH:12][C:11]([C:14]2[C:19]([CH3:20])=[CH:18][C:17]([CH3:21])=[C:16]([C:22]3[C:23](=[O:24])[NH:25][C:26]4([CH2:27][CH2:28][CH:29]([C:32]([F:35])([F:33])[F:34])[CH2:30][CH2:31]4)[C:36]=3[OH:37])[CH:15]=2)=[CH:10][CH:9]=1. The catalyst class is: 9.